From a dataset of Full USPTO retrosynthesis dataset with 1.9M reactions from patents (1976-2016). Predict the reactants needed to synthesize the given product. (1) Given the product [F:10][C:9]([F:12])([F:11])[C:7]1[CH:6]=[C:5]([C@@H:13]2[O:17][C:16](=[O:18])[N:15]([CH2:19][C:20]3[C:21]([NH:30][CH:31]4[CH2:36][CH2:35][O:34][CH:33]([CH3:42])[CH2:32]4)=[N:22][CH:23]=[C:24]([C:26]([F:29])([F:28])[F:27])[CH:25]=3)[C@H:14]2[CH3:37])[CH:4]=[C:3]([C:2]([F:1])([F:38])[F:39])[CH:8]=1, predict the reactants needed to synthesize it. The reactants are: [F:1][C:2]([F:39])([F:38])[C:3]1[CH:4]=[C:5]([C@H:13]2[O:17][C:16](=[O:18])[N:15]([CH2:19][C:20]3[C:21]([NH:30][CH:31]4[CH2:36][CH2:35][O:34][CH2:33][CH2:32]4)=[N:22][CH:23]=[C:24]([C:26]([F:29])([F:28])[F:27])[CH:25]=3)[C@H:14]2[CH3:37])[CH:6]=[C:7]([C:9]([F:12])([F:11])[F:10])[CH:8]=1.[H-].[Na+].[CH3:42]I. (2) Given the product [F:21][C:16]1[CH:17]=[CH:18][CH:19]=[CH:20][C:15]=1[C:12]1[N:11]=[N:10][C:9]([O:8][CH2:7][C:6]([OH:22])=[O:5])=[CH:14][CH:13]=1, predict the reactants needed to synthesize it. The reactants are: C([O:5][C:6](=[O:22])[CH2:7][O:8][C:9]1[N:10]=[N:11][C:12]([C:15]2[CH:20]=[CH:19][CH:18]=[CH:17][C:16]=2[F:21])=[CH:13][CH:14]=1)(C)(C)C.C(O)(C(F)(F)F)=O. (3) Given the product [Br:30][CH2:31][CH2:32][C:36]([NH:28][C:24]1[CH:23]=[CH:22][CH:21]=[C:20]2[C:25]=1[C:26](=[O:27])[N:18]([CH:12]([C:6]1[CH:7]=[CH:8][C:9]([O:10][CH3:11])=[C:4]([O:3][CH2:1][CH3:2])[CH:5]=1)[CH2:13][S:14]([CH3:17])(=[O:16])=[O:15])[C:19]2=[O:29])=[O:37], predict the reactants needed to synthesize it. The reactants are: [CH2:1]([O:3][C:4]1[CH:5]=[C:6]([CH:12]([N:18]2[C:26](=[O:27])[C:25]3[C:20](=[CH:21][CH:22]=[CH:23][C:24]=3[NH2:28])[C:19]2=[O:29])[CH2:13][S:14]([CH3:17])(=[O:16])=[O:15])[CH:7]=[CH:8][C:9]=1[O:10][CH3:11])[CH3:2].[Br:30][CH:31](C)[C:32](Cl)=O.[CH3:36][OH:37].